This data is from NCI-60 drug combinations with 297,098 pairs across 59 cell lines. The task is: Regression. Given two drug SMILES strings and cell line genomic features, predict the synergy score measuring deviation from expected non-interaction effect. (1) Drug 1: C1=NC(=NC(=O)N1C2C(C(C(O2)CO)O)O)N. Drug 2: CC1CCCC2(C(O2)CC(NC(=O)CC(C(C(=O)C(C1O)C)(C)C)O)C(=CC3=CSC(=N3)C)C)C. Cell line: SF-539. Synergy scores: CSS=67.8, Synergy_ZIP=1.95, Synergy_Bliss=1.73, Synergy_Loewe=-3.36, Synergy_HSA=6.08. (2) Drug 1: CC1C(C(CC(O1)OC2CC(CC3=C2C(=C4C(=C3O)C(=O)C5=C(C4=O)C(=CC=C5)OC)O)(C(=O)C)O)N)O.Cl. Drug 2: C#CCC(CC1=CN=C2C(=N1)C(=NC(=N2)N)N)C3=CC=C(C=C3)C(=O)NC(CCC(=O)O)C(=O)O. Cell line: NCI-H460. Synergy scores: CSS=16.5, Synergy_ZIP=0.520, Synergy_Bliss=1.29, Synergy_Loewe=1.62, Synergy_HSA=1.54. (3) Drug 1: CC1=C(C(CCC1)(C)C)C=CC(=CC=CC(=CC(=O)O)C)C. Drug 2: B(C(CC(C)C)NC(=O)C(CC1=CC=CC=C1)NC(=O)C2=NC=CN=C2)(O)O. Cell line: HCT116. Synergy scores: CSS=59.7, Synergy_ZIP=-1.52, Synergy_Bliss=-2.37, Synergy_Loewe=-29.2, Synergy_HSA=-3.07. (4) Drug 1: CS(=O)(=O)C1=CC(=C(C=C1)C(=O)NC2=CC(=C(C=C2)Cl)C3=CC=CC=N3)Cl. Drug 2: C1=CN(C=N1)CC(O)(P(=O)(O)O)P(=O)(O)O. Cell line: UO-31. Synergy scores: CSS=7.64, Synergy_ZIP=-10.6, Synergy_Bliss=-16.8, Synergy_Loewe=-14.9, Synergy_HSA=-14.9. (5) Drug 1: CC1=C(C(CCC1)(C)C)C=CC(=CC=CC(=CC(=O)O)C)C. Drug 2: CN(C(=O)NC(C=O)C(C(C(CO)O)O)O)N=O. Cell line: IGROV1. Synergy scores: CSS=-2.56, Synergy_ZIP=2.20, Synergy_Bliss=0.965, Synergy_Loewe=-3.44, Synergy_HSA=-3.30. (6) Drug 1: CC12CCC(CC1=CCC3C2CCC4(C3CC=C4C5=CN=CC=C5)C)O. Drug 2: C(CC(=O)O)C(=O)CN.Cl. Cell line: NCI-H322M. Synergy scores: CSS=18.0, Synergy_ZIP=-3.27, Synergy_Bliss=-0.650, Synergy_Loewe=-1.03, Synergy_HSA=-1.24. (7) Drug 1: CC1C(C(CC(O1)OC2CC(OC(C2O)C)OC3=CC4=CC5=C(C(=O)C(C(C5)C(C(=O)C(C(C)O)O)OC)OC6CC(C(C(O6)C)O)OC7CC(C(C(O7)C)O)OC8CC(C(C(O8)C)O)(C)O)C(=C4C(=C3C)O)O)O)O. Drug 2: CC1CCCC2(C(O2)CC(NC(=O)CC(C(C(=O)C(C1O)C)(C)C)O)C(=CC3=CSC(=N3)C)C)C. Cell line: SNB-75. Synergy scores: CSS=54.3, Synergy_ZIP=-0.625, Synergy_Bliss=-1.82, Synergy_Loewe=-1.77, Synergy_HSA=-1.03. (8) Cell line: 786-0. Synergy scores: CSS=9.27, Synergy_ZIP=-6.41, Synergy_Bliss=-8.03, Synergy_Loewe=-7.03, Synergy_HSA=-7.76. Drug 2: CC(C)CN1C=NC2=C1C3=CC=CC=C3N=C2N. Drug 1: C1CN1P(=S)(N2CC2)N3CC3. (9) Drug 1: CCC1=CC2CC(C3=C(CN(C2)C1)C4=CC=CC=C4N3)(C5=C(C=C6C(=C5)C78CCN9C7C(C=CC9)(C(C(C8N6C)(C(=O)OC)O)OC(=O)C)CC)OC)C(=O)OC.C(C(C(=O)O)O)(C(=O)O)O. Drug 2: CC1CCCC2(C(O2)CC(NC(=O)CC(C(C(=O)C(C1O)C)(C)C)O)C(=CC3=CSC(=N3)C)C)C. Cell line: OVCAR-8. Synergy scores: CSS=52.2, Synergy_ZIP=-0.745, Synergy_Bliss=-0.311, Synergy_Loewe=-0.206, Synergy_HSA=-0.667. (10) Drug 1: CC1CCC2CC(C(=CC=CC=CC(CC(C(=O)C(C(C(=CC(C(=O)CC(OC(=O)C3CCCCN3C(=O)C(=O)C1(O2)O)C(C)CC4CCC(C(C4)OC)O)C)C)O)OC)C)C)C)OC. Drug 2: CCC1(CC2CC(C3=C(CCN(C2)C1)C4=CC=CC=C4N3)(C5=C(C=C6C(=C5)C78CCN9C7C(C=CC9)(C(C(C8N6C)(C(=O)OC)O)OC(=O)C)CC)OC)C(=O)OC)O.OS(=O)(=O)O. Cell line: T-47D. Synergy scores: CSS=-0.239, Synergy_ZIP=3.34, Synergy_Bliss=4.28, Synergy_Loewe=2.79, Synergy_HSA=-1.56.